This data is from Full USPTO retrosynthesis dataset with 1.9M reactions from patents (1976-2016). The task is: Predict the reactants needed to synthesize the given product. (1) Given the product [Cl:74][C:73]1[CH:72]=[CH:71][C:59]([C:60](=[O:61])[NH:62][CH2:63][C:64]2[CH:69]=[CH:68][CH:67]=[C:66]([Cl:70])[CH:65]=2)=[CH:58][C:57]=1[NH:56][C:22]([C:13]1[C:14](=[O:21])[NH:15][C:16]2[C:11]([CH:12]=1)=[CH:10][C:9]([O:8][CH2:1][C:2]1[CH:7]=[CH:6][CH:5]=[CH:4][CH:3]=1)=[C:18]([O:19][CH3:20])[CH:17]=2)=[O:23], predict the reactants needed to synthesize it. The reactants are: [CH2:1]([O:8][C:9]1[CH:10]=[C:11]2[C:16](=[CH:17][C:18]=1[O:19][CH3:20])[NH:15][C:14](=[O:21])[C:13]([C:22](O)=[O:23])=[CH:12]2)[C:2]1[CH:7]=[CH:6][CH:5]=[CH:4][CH:3]=1.CN(C(ON1N=NC2C=CC=NC1=2)=[N+](C)C)C.F[P-](F)(F)(F)(F)F.CN1CCOCC1.[NH2:56][C:57]1[CH:58]=[C:59]([CH:71]=[CH:72][C:73]=1[Cl:74])[C:60]([NH:62][CH2:63][C:64]1[CH:69]=[CH:68][CH:67]=[C:66]([Cl:70])[CH:65]=1)=[O:61]. (2) Given the product [Cl:1][C:2]1[CH:3]=[CH:4][C:5]([CH:8]([C:9]2[S:10][CH:11]=[CH:12][N:13]=2)[C:14]2[CH:19]=[CH:18][C:17]([NH2:20])=[CH:16][CH:15]=2)=[CH:6][CH:7]=1, predict the reactants needed to synthesize it. The reactants are: [Cl:1][C:2]1[CH:7]=[CH:6][C:5]([CH:8]([C:14]2[CH:19]=[CH:18][C:17]([N+:20]([O-])=O)=[CH:16][CH:15]=2)[C:9]2[S:10][CH:11]=[CH:12][N:13]=2)=[CH:4][CH:3]=1.O.O.[Sn](Cl)Cl. (3) Given the product [OH:23][C:20]([C:17]1[CH:18]=[CH:19][C:14]([C:13]([NH:12][C:4]2[CH:3]=[C:2]([C:32]3[CH:31]=[N:30][C:29]([O:28][CH:25]([CH3:27])[CH3:26])=[CH:34][CH:33]=3)[N:7]3[N:8]=[C:9]([CH3:11])[CH:10]=[C:6]3[N:5]=2)=[O:24])=[CH:15][CH:16]=1)([CH3:22])[CH3:21], predict the reactants needed to synthesize it. The reactants are: Cl[C:2]1[N:7]2[N:8]=[C:9]([CH3:11])[CH:10]=[C:6]2[N:5]=[C:4]([NH:12][C:13](=[O:24])[C:14]2[CH:19]=[CH:18][C:17]([C:20]([OH:23])([CH3:22])[CH3:21])=[CH:16][CH:15]=2)[CH:3]=1.[CH:25]([O:28][C:29]1[CH:34]=[CH:33][C:32](B2OC(C)(C)C(C)(C)O2)=[CH:31][N:30]=1)([CH3:27])[CH3:26].O1CCOCC1. (4) Given the product [C:1]([C:4]1[C:9]([C:10]2[CH:15]=[CH:14][CH:13]=[CH:12][CH:11]=2)=[N:8][N:7]([CH2:16][CH3:17])[C:6](=[O:18])[C:5]=1[NH:19][C:23]1[CH:24]=[C:25]([Br:33])[CH:26]=[C:27]2[C:32]=1[N:31]=[CH:30][CH:29]=[CH:28]2)(=[O:3])[CH3:2], predict the reactants needed to synthesize it. The reactants are: [C:1]([C:4]1[C:9]([C:10]2[CH:15]=[CH:14][CH:13]=[CH:12][CH:11]=2)=[N:8][N:7]([CH2:16][CH3:17])[C:6](=[O:18])[C:5]=1[N+:19]([O-])=O)(=[O:3])[CH3:2].N[C:23]1[CH:24]=[C:25]([Br:33])[CH:26]=[C:27]2[C:32]=1[N:31]=[CH:30][CH:29]=[CH:28]2. (5) Given the product [C:24]([N:27]1[CH2:31][CH2:30][N:29]([C:2]2[CH:7]=[N:6][C:5]([C:8]([N:10]3[CH2:15][CH2:14][N:13]([C:16]4[C:21]([CH3:22])=[CH:20][C:19]([CH3:23])=[CH:18][N:17]=4)[CH2:12][CH2:11]3)=[O:9])=[CH:4][N:3]=2)[C:28]1=[O:32])(=[O:26])[CH3:25], predict the reactants needed to synthesize it. The reactants are: Br[C:2]1[N:3]=[CH:4][C:5]([C:8]([N:10]2[CH2:15][CH2:14][N:13]([C:16]3[C:21]([CH3:22])=[CH:20][C:19]([CH3:23])=[CH:18][N:17]=3)[CH2:12][CH2:11]2)=[O:9])=[N:6][CH:7]=1.[C:24]([N:27]1[CH2:31][CH2:30][NH:29][C:28]1=[O:32])(=[O:26])[CH3:25]. (6) Given the product [CH2:20]([N:4]([CH2:1][CH2:2][CH3:3])[C:5]([CH2:7][CH:8]1[C:16]2[C:11](=[CH:12][CH:13]=[C:14]([O:17][CH3:18])[CH:15]=2)[N:10]([CH3:19])[CH2:9]1)=[O:6])[CH2:21][CH3:22], predict the reactants needed to synthesize it. The reactants are: [CH2:1]([N:4]([CH2:20][CH2:21][CH3:22])[C:5]([CH2:7][C:8]1[C:16]2[C:11](=[CH:12][CH:13]=[C:14]([O:17][CH3:18])[CH:15]=2)[N:10]([CH3:19])[CH:9]=1)=[O:6])[CH2:2][CH3:3].C([BH3-])#N.[Na+].[OH-].[Na+]. (7) Given the product [F:1][C:2]1[C:3]2[NH:4][C:5]3[C:10](=[CH:9][CH:8]=[CH:7][CH:6]=3)[C:11]=2[CH:12]=[CH:13][CH:14]=1, predict the reactants needed to synthesize it. The reactants are: [F:1][C:2]1[CH:14]=[CH:13][CH:12]=[CH:11][C:3]=1[NH:4][C:5]1[CH:10]=[CH:9][CH:8]=[CH:7][CH:6]=1.C(=O)([O-])[O-].[K+].[K+].C(O)(=O)C(C)(C)C. (8) Given the product [Cl:1][C:2]1[CH:8]=[C:7]2[C:5](=[CH:4][CH:3]=1)[NH:6][C:13]([C:12]([OH:19])=[O:11])=[C:14]2[CH3:16], predict the reactants needed to synthesize it. The reactants are: [Cl:1][C:2]1[CH:8]=[CH:7][C:5]([NH2:6])=[CH:4][CH:3]=1.C([O:11][C:12](=[O:19])[CH:13](CC)[C:14]([CH3:16])=O)C.